This data is from Catalyst prediction with 721,799 reactions and 888 catalyst types from USPTO. The task is: Predict which catalyst facilitates the given reaction. (1) Reactant: [Cl:1][C:2]1[C:3]([O:11][CH3:12])=[CH:4][C:5]([OH:10])=[C:6]([CH:9]=1)[CH:7]=[O:8].[CH:13]([Mg]Cl)([CH3:15])[CH3:14]. Product: [Cl:1][C:2]1[C:3]([O:11][CH3:12])=[CH:4][C:5]([OH:10])=[C:6]([CH:7]([OH:8])[CH:13]([CH3:15])[CH3:14])[CH:9]=1. The catalyst class is: 1. (2) Reactant: C(=O)(O)O.[C:5]1([NH:11][C:12]([NH2:14])=[NH:13])[CH:10]=[CH:9][CH:8]=[CH:7][CH:6]=1.C(=O)([O-])[O-].[K+].[K+].C[Si](C)(C)[C:23]#[C:24][C:25]([C:27]1[C:35]2[C:30](=[CH:31][N:32]=[CH:33][CH:34]=2)[N:29](C(OC(C)(C)C)=O)[CH:28]=1)=O. Product: [C:5]1([NH:11][C:12]2[N:14]=[C:25]([C:27]3[C:35]4[C:30](=[CH:31][N:32]=[CH:33][CH:34]=4)[NH:29][CH:28]=3)[CH:24]=[CH:23][N:13]=2)[CH:10]=[CH:9][CH:8]=[CH:7][CH:6]=1. The catalyst class is: 141. (3) Reactant: [CH:1]1([NH:4][C:5]([CH:7]2[CH2:9][CH2:8]2)=O)[CH2:3][CH2:2]1.FC(F)(F)S(OC)(=O)=O.C1(C)C=CC=CC=1.[C:26]([O:30][C:31]([NH:33][C:34]1([C:38]([NH:40][NH2:41])=O)[CH2:37][CH2:36][CH2:35]1)=[O:32])([CH3:29])([CH3:28])[CH3:27]. Product: [CH:1]1([N:4]2[C:5]([CH:7]3[CH2:9][CH2:8]3)=[N:41][N:40]=[C:38]2[C:34]2([NH:33][C:31](=[O:32])[O:30][C:26]([CH3:28])([CH3:27])[CH3:29])[CH2:35][CH2:36][CH2:37]2)[CH2:3][CH2:2]1. The catalyst class is: 66. (4) Reactant: [N:1]1([C:6]2[C:15]3[C:10](=[CH:11][CH:12]=[CH:13][CH:14]=3)[N:9]=[C:8]([CH2:16][NH2:17])[N:7]=2)[CH2:5][CH2:4][CH2:3][CH2:2]1.[Cl:18][C:19]1[CH:27]=[CH:26][C:22]([C:23](Cl)=[O:24])=[CH:21][CH:20]=1.N1C=CC=CC=1. Product: [Cl:18][C:19]1[CH:27]=[CH:26][C:22]([C:23]([NH:17][CH2:16][C:8]2[N:7]=[C:6]([N:1]3[CH2:2][CH2:3][CH2:4][CH2:5]3)[C:15]3[C:10](=[CH:11][CH:12]=[CH:13][CH:14]=3)[N:9]=2)=[O:24])=[CH:21][CH:20]=1. The catalyst class is: 10. (5) Reactant: [OH:1][C:2]1[CH:7]=[CH:6][C:5]([CH2:8][CH2:9][C:10]([O:12][CH3:13])=[O:11])=[CH:4][CH:3]=1.[CH3:14][N:15]1[C:19]([CH3:20])=[C:18]([C:21]2[CH:22]=[C:23]([CH2:27]O)[CH:24]=[CH:25][CH:26]=2)[C:17]([CH3:29])=[N:16]1.C(P(CCCC)CCCC)CCC.N(C(N1CCCCC1)=O)=NC(N1CCCCC1)=O. Product: [CH3:14][N:15]1[C:19]([CH3:20])=[C:18]([C:21]2[CH:22]=[C:23]([CH:24]=[CH:25][CH:26]=2)[CH2:27][O:1][C:2]2[CH:3]=[CH:4][C:5]([CH2:8][CH2:9][C:10]([O:12][CH3:13])=[O:11])=[CH:6][CH:7]=2)[C:17]([CH3:29])=[N:16]1. The catalyst class is: 345. (6) Reactant: [OH:1][C:2]1[C:3]2[N:4]([C:13]([CH3:17])=[C:14]([CH3:16])[N:15]=2)[CH:5]=[C:6]([C:8]([O:10]CC)=[O:9])[CH:7]=1.[O:18]1[CH:20]2[CH2:21][C:22]3[C:27]([CH:19]12)=[CH:26][CH:25]=[CH:24][CH:23]=3.C(N(CC)CC)C.C(OCC)(=O)C. Product: [OH:18][C@@H:20]1[CH2:21][C:22]2[C:27](=[CH:26][CH:25]=[CH:24][CH:23]=2)[C@H:19]1[O:1][C:2]1[C:3]2[N:4]([C:13]([CH3:17])=[C:14]([CH3:16])[N:15]=2)[CH:5]=[C:6]([C:8]([OH:10])=[O:9])[CH:7]=1. The catalyst class is: 24. (7) Reactant: [C:1]([N:8]1[CH2:16][CH2:15][CH2:14][C@H:10]([C:11]([OH:13])=O)[CH2:9]1)([O:3][C:4]([CH3:7])([CH3:6])[CH3:5])=[O:2].[CH:17]1[CH:18]=[CH:19][C:20]2N(O)N=N[C:21]=2[CH:22]=1.CC[N:29]=[C:30]=[N:31]CCCN(C)C.Cl.C(N(CC)CC)C.[O:46]1CCOCC1. Product: [C:4]([O:3][C:1]([N:8]1[CH2:16][CH2:15][CH2:14][C@H:10]([C:11]2[O:13][N:31]=[C:30]([O:46][C:21]3[CH:20]=[CH:19][CH:18]=[CH:17][CH:22]=3)[N:29]=2)[CH2:9]1)=[O:2])([CH3:5])([CH3:6])[CH3:7]. The catalyst class is: 10. (8) The catalyst class is: 20. Product: [C:1]1([CH3:35])[CH:2]=[CH:3][C:4]([C:7]2[N:8]=[C:9]3[CH2:23][CH2:22][CH2:21][N:20]([CH2:24][CH2:25][CH2:26][CH2:27][CH2:28][CH2:29][C:30]([OH:32])=[O:31])[C:10]3=[N:11][C:12]=2[C:13]2[CH:18]=[CH:17][C:16]([CH3:19])=[CH:15][CH:14]=2)=[CH:5][CH:6]=1. Reactant: [C:1]1([CH3:35])[CH:6]=[CH:5][C:4]([C:7]2[N:8]=[C:9]3[CH2:23][CH2:22][CH2:21][N:20]([CH2:24][CH2:25][CH2:26][CH2:27][CH2:28][CH2:29][C:30]([O:32]CC)=[O:31])[C:10]3=[N:11][C:12]=2[C:13]2[CH:18]=[CH:17][C:16]([CH3:19])=[CH:15][CH:14]=2)=[CH:3][CH:2]=1.O.[OH-].[Li+]. (9) Reactant: C[O:2][C:3]1[CH:20]=[C:19]([C:21]([OH:23])=O)[CH:18]=[C:17]2[C:4]=1[C@H:5]1[C@H:14]([CH2:15][S:16]2(=[O:25])=[O:24])[C@:13]2([CH3:26])[C@H:8]([C:9]([CH3:28])([CH3:27])[CH2:10][CH2:11][CH2:12]2)[CH2:7][CH2:6]1.[CH3:29]N(C(ON1N=NC2C=CC=NC1=2)=[N+](C)C)C.F[P-](F)(F)(F)(F)F.CN1CCOCC1.Cl.[CH3:61][O:62][C:63](=[O:66])[CH2:64][NH2:65]. Product: [OH:2][C:3]1[CH:20]=[C:19]([C:21]([NH:65][CH2:64][C:63]([O:62][CH3:61])=[O:66])=[O:23])[CH:18]=[C:17]2[C:4]=1[C@@:5]1([CH3:29])[C@H:14]([CH2:15][S:16]2(=[O:25])=[O:24])[C@:13]2([CH3:26])[C@H:8]([C:9]([CH3:27])([CH3:28])[CH2:10][CH2:11][CH2:12]2)[CH2:7][CH2:6]1. The catalyst class is: 118.